This data is from Forward reaction prediction with 1.9M reactions from USPTO patents (1976-2016). The task is: Predict the product of the given reaction. (1) Given the reactants [CH2:1]([C@@H:5]1[NH:10][CH2:9][C@H:8]([CH:11]([CH3:13])[CH3:12])[NH:7][C:6]1=[O:14])[CH:2]([CH3:4])[CH3:3].[Cl:15][C:16]1[CH:21]=[CH:20][C:19]([C:22]2[O:26][N:25]=[C:24]([C:27](O)=[O:28])[CH:23]=2)=[CH:18][CH:17]=1.C([C@@H]1N(C(=O)/C=C/C2C=CC=CC=2)C[C@H](CC(C)C)NC1=O)C(C)C, predict the reaction product. The product is: [Cl:15][C:16]1[CH:17]=[CH:18][C:19]([C:22]2[O:26][N:25]=[C:24]([C:27]([N:10]3[CH2:9][C@H:8]([CH:11]([CH3:13])[CH3:12])[NH:7][C:6](=[O:14])[C@@H:5]3[CH2:1][CH:2]([CH3:4])[CH3:3])=[O:28])[CH:23]=2)=[CH:20][CH:21]=1. (2) Given the reactants [CH3:1][Si:2]([C:5]#[CH:6])([CH3:4])[CH3:3].Br[C:8]1[N:12]2[CH:13]=[CH:14][CH:15]=[C:16]([O:17][CH2:18][C:19]3[C:24]([F:25])=[CH:23][CH:22]=[CH:21][C:20]=3[F:26])[C:11]2=[N:10][C:9]=1[CH3:27].C(N(CC)CC)C, predict the reaction product. The product is: [F:26][C:20]1[CH:21]=[CH:22][CH:23]=[C:24]([F:25])[C:19]=1[CH2:18][O:17][C:16]1[C:11]2[N:12]([C:8]([C:6]#[C:5][Si:2]([CH3:4])([CH3:3])[CH3:1])=[C:9]([CH3:27])[N:10]=2)[CH:13]=[CH:14][CH:15]=1. (3) Given the reactants [NH2:1][C:2]1[CH:10]=[C:9]([O:11][CH3:12])[CH:8]=[C:7]([O:13][CH3:14])[C:3]=1[C:4]([NH2:6])=[O:5].[CH3:15][N:16]1[CH2:21][CH2:20][N:19]([CH2:22][C:23]2[CH:30]=[CH:29][C:26]([CH:27]=O)=[CH:25][CH:24]=2)[CH2:18][CH2:17]1.OS([O-])=O.[Na+].CC1C=CC(S(O)(=O)=O)=CC=1.C([O-])(O)=O.[Na+], predict the reaction product. The product is: [CH3:14][O:13][C:7]1[CH:8]=[C:9]([O:11][CH3:12])[CH:10]=[C:2]2[C:3]=1[C:4](=[O:5])[NH:6][C:27]([C:26]1[CH:25]=[CH:24][C:23]([CH2:22][N:19]3[CH2:18][CH2:17][N:16]([CH3:15])[CH2:21][CH2:20]3)=[CH:30][CH:29]=1)=[N:1]2. (4) Given the reactants [F:1][C:2]([F:10])([F:9])[C:3]([C:5]([F:8])([F:7])[F:6])=[O:4].[CH3:11][Li].[C:13](Cl)(=[O:17])[C:14]([CH3:16])=[CH2:15], predict the reaction product. The product is: [C:13]([O:4][C:3]([C:5]([F:8])([F:7])[F:6])([C:2]([F:10])([F:9])[F:1])[CH3:11])(=[O:17])[C:14]([CH3:16])=[CH2:15]. (5) Given the reactants [NH2:1][C:2]1[CH:7]=[CH:6][C:5]([N:8]2[C:14](=[O:15])[CH2:13][C:12](=[O:16])[NH:11][C:10]3[C:17]4[C:22]([CH:23]=[CH:24][C:9]2=3)=[CH:21][CH:20]=[CH:19][CH:18]=4)=[CH:4][CH:3]=1.[Cl:25][C:26]1[CH:31]=[CH:30][CH:29]=[CH:28][C:27]=1[N:32]=[C:33]=[O:34], predict the reaction product. The product is: [Cl:25][C:26]1[CH:31]=[CH:30][CH:29]=[CH:28][C:27]=1[NH:32][C:33]([NH:1][C:2]1[CH:7]=[CH:6][C:5]([N:8]2[C:14](=[O:15])[CH2:13][C:12](=[O:16])[NH:11][C:10]3[C:17]4[C:22]([CH:23]=[CH:24][C:9]2=3)=[CH:21][CH:20]=[CH:19][CH:18]=4)=[CH:4][CH:3]=1)=[O:34]. (6) Given the reactants [Br:1][C:2]1[CH:16]=[CH:15][C:5]2[N:6]=[C:7]([NH:9][C:10]([NH:12][CH2:13][CH3:14])=[O:11])[S:8][C:4]=2[C:3]=1O.[F:18][C:19]([F:32])([F:31])[S:20](O[S:20]([C:19]([F:32])([F:31])[F:18])(=[O:22])=[O:21])(=[O:22])=[O:21], predict the reaction product. The product is: [Br:1][C:2]1[CH:16]=[CH:15][C:5]2[N:6]=[C:7]([NH:9][C:10]([NH:12][CH2:13][CH3:14])=[O:11])[S:8][C:4]=2[C:3]=1[S:20]([C:19]([F:32])([F:31])[F:18])(=[O:22])=[O:21].